Task: Regression. Given a peptide amino acid sequence and an MHC pseudo amino acid sequence, predict their binding affinity value. This is MHC class I binding data.. Dataset: Peptide-MHC class I binding affinity with 185,985 pairs from IEDB/IMGT (1) The peptide sequence is KEYCVECYM. The MHC is HLA-B15:01 with pseudo-sequence HLA-B15:01. The binding affinity (normalized) is 0.220. (2) The peptide sequence is LAWKFDPTLAY. The MHC is Mamu-B17 with pseudo-sequence Mamu-B17. The binding affinity (normalized) is 0.189. (3) The peptide sequence is SLYNTVATL. The MHC is HLA-B40:01 with pseudo-sequence HLA-B40:01. The binding affinity (normalized) is 0. (4) The peptide sequence is RRVRDNMTK. The MHC is HLA-B27:05 with pseudo-sequence HLA-B27:05. The binding affinity (normalized) is 0.435. (5) The peptide sequence is VPAQNAIST. The MHC is HLA-B08:01 with pseudo-sequence HLA-B08:01. The binding affinity (normalized) is 0.0847. (6) The peptide sequence is QLTPHTKAV. The MHC is HLA-B18:01 with pseudo-sequence HLA-B18:01. The binding affinity (normalized) is 0.